From a dataset of Full USPTO retrosynthesis dataset with 1.9M reactions from patents (1976-2016). Predict the reactants needed to synthesize the given product. (1) Given the product [ClH:59].[CH2:51]([NH:50][C:48](=[O:49])[NH:47][C:35]1[N:34]=[CH:33][C:32]([C:28]2[CH:27]=[C:26]3[C:31](=[CH:30][CH:29]=2)[N:22]([CH2:21][C@@H:18]2[CH2:19][CH2:20][N:16]([CH2:15][CH2:14][N:11]4[CH2:12][CH2:13][NH:8][CH2:9][CH2:10]4)[CH2:17]2)[CH:23]=[C:24]([C:54]([O:56][CH2:57][CH3:58])=[O:55])[C:25]3=[O:53])=[C:37]([C:38]2[S:39][CH:40]=[C:41]([C:43]([F:44])([F:45])[F:46])[N:42]=2)[CH:36]=1)[CH3:52], predict the reactants needed to synthesize it. The reactants are: C(OC([N:8]1[CH2:13][CH2:12][N:11]([CH2:14][CH2:15][N:16]2[CH2:20][CH2:19][C@@H:18]([CH2:21][N:22]3[C:31]4[C:26](=[CH:27][C:28]([C:32]5[CH:33]=[N:34][C:35]([NH:47][C:48]([NH:50][CH2:51][CH3:52])=[O:49])=[CH:36][C:37]=5[C:38]5[S:39][CH:40]=[C:41]([C:43]([F:46])([F:45])[F:44])[N:42]=5)=[CH:29][CH:30]=4)[C:25](=[O:53])[C:24]([C:54]([O:56][CH2:57][CH3:58])=[O:55])=[CH:23]3)[CH2:17]2)[CH2:10][CH2:9]1)=O)(C)(C)C.[ClH:59]. (2) Given the product [F:1][C:2]([F:22])([F:21])[C:3]1[CH:4]=[C:5]([C:13]2[S:14][C:15]([CH2:19][Cl:34])=[C:16]([CH3:18])[N:17]=2)[CH:6]=[C:7]([C:9]([F:12])([F:11])[F:10])[CH:8]=1, predict the reactants needed to synthesize it. The reactants are: [F:1][C:2]([F:22])([F:21])[C:3]1[CH:4]=[C:5]([C:13]2[S:14][C:15]([CH2:19]O)=[C:16]([CH3:18])[N:17]=2)[CH:6]=[C:7]([C:9]([F:12])([F:11])[F:10])[CH:8]=1.C(N(CC)CC)C.CS([Cl:34])(=O)=O. (3) Given the product [F:23][C:22]1[C:16]2[O:15][CH2:14][CH:13]([CH2:12][NH:28][CH:26]([CH3:27])[CH3:25])[O:18][C:17]=2[CH:19]=[C:20]([F:24])[CH:21]=1, predict the reactants needed to synthesize it. The reactants are: CC1C=CC(S(O[CH2:12][CH:13]2[O:18][C:17]3[CH:19]=[C:20]([F:24])[CH:21]=[C:22]([F:23])[C:16]=3[O:15][CH2:14]2)(=O)=O)=CC=1.[CH3:25][CH:26]([NH2:28])[CH3:27]. (4) Given the product [ClH:29].[Cl:29][C:26]1[CH:27]=[CH:28][C:23]([O:22][C:19]2[CH:18]=[CH:17][C:16]([O:15][CH2:14][C@@H:9]3[CH2:10][CH2:11][CH2:12][CH2:13][N:8]3[CH2:7][C:6]([OH:30])=[O:5])=[CH:21][CH:20]=2)=[CH:24][CH:25]=1, predict the reactants needed to synthesize it. The reactants are: C([O:5][C:6](=[O:30])[CH2:7][N:8]1[CH2:13][CH2:12][CH2:11][CH2:10][C@H:9]1[CH2:14][O:15][C:16]1[CH:21]=[CH:20][C:19]([O:22][C:23]2[CH:28]=[CH:27][C:26]([Cl:29])=[CH:25][CH:24]=2)=[CH:18][CH:17]=1)(C)(C)C.Cl. (5) Given the product [ClH:1].[Cl:23][C:24]1[CH:25]=[C:26]([CH3:33])[C:27]([NH:28][C:2]2[N:6]([CH3:7])[C:5]3[C:8]([N:12]([C:16]4[CH:17]=[CH:18][C:19]([Cl:22])=[CH:20][CH:21]=4)[CH:13]([CH3:14])[CH3:15])=[CH:9][CH:10]=[CH:11][C:4]=3[N:3]=2)=[C:29]([O:31][CH3:32])[CH:30]=1, predict the reactants needed to synthesize it. The reactants are: [Cl:1][C:2]1[N:6]([CH3:7])[C:5]2[C:8]([N:12]([C:16]3[CH:21]=[CH:20][C:19]([Cl:22])=[CH:18][CH:17]=3)[CH:13]([CH3:15])[CH3:14])=[CH:9][CH:10]=[CH:11][C:4]=2[N:3]=1.[Cl:23][C:24]1[CH:30]=[C:29]([O:31][CH3:32])[C:27]([NH2:28])=[C:26]([CH3:33])[CH:25]=1. (6) Given the product [Cl:17][C:14]1[CH:15]=[CH:16][C:11]([C@@H:10]2[C@@H:9]([OH:28])[C@H:8]([CH2:32][OH:33])[C@@H:7]([OH:37])[C@H:6]([OH:41])[C@H:5]2[OH:4])=[CH:12][C:13]=1[CH2:18][C:19]1[CH:20]=[CH:21][C:22]([CH:25]([OH:27])[CH3:26])=[CH:23][CH:24]=1, predict the reactants needed to synthesize it. The reactants are: C([O:4][C@H:5]1[C@H:10]([C:11]2[CH:16]=[CH:15][C:14]([Cl:17])=[C:13]([CH2:18][C:19]3[CH:24]=[CH:23][C:22]([C:25](=[O:27])[CH3:26])=[CH:21][CH:20]=3)[CH:12]=2)[C@@H:9]([O:28]C(=O)C)[C@H:8]([CH2:32][O:33]C(=O)C)[C@@H:7]([O:37]C(=O)C)[C@@H:6]1[O:41]C(=O)C)(=O)C.[BH4-].[Na+]. (7) Given the product [ClH:41].[CH3:1][O:2][C:3]([CH:5]1[CH2:10][N:9]([C:11](=[O:27])[CH2:12][NH:13][C:14]([C:16]2[CH:20]=[C:19]([C:21]3[CH:26]=[CH:25][CH:24]=[CH:23][CH:22]=3)[NH:18][N:17]=2)=[O:15])[CH2:8][CH2:7][NH:6]1)=[O:4], predict the reactants needed to synthesize it. The reactants are: [CH3:1][O:2][C:3]([CH:5]1[CH2:10][N:9]([C:11](=[O:27])[CH2:12][NH:13][C:14]([C:16]2[CH:20]=[C:19]([C:21]3[CH:26]=[CH:25][CH:24]=[CH:23][CH:22]=3)[NH:18][N:17]=2)=[O:15])[CH2:8][CH2:7][N:6]1C(OC(C)(C)C)=O)=[O:4].C(OC(C)=O)C.[ClH:41].